Dataset: NCI-60 drug combinations with 297,098 pairs across 59 cell lines. Task: Regression. Given two drug SMILES strings and cell line genomic features, predict the synergy score measuring deviation from expected non-interaction effect. (1) Synergy scores: CSS=2.34, Synergy_ZIP=0.431, Synergy_Bliss=2.52, Synergy_Loewe=2.45, Synergy_HSA=2.09. Drug 1: CS(=O)(=O)C1=CC(=C(C=C1)C(=O)NC2=CC(=C(C=C2)Cl)C3=CC=CC=N3)Cl. Cell line: PC-3. Drug 2: CN1C2=C(C=C(C=C2)N(CCCl)CCCl)N=C1CCCC(=O)O.Cl. (2) Drug 1: CN(CC1=CN=C2C(=N1)C(=NC(=N2)N)N)C3=CC=C(C=C3)C(=O)NC(CCC(=O)O)C(=O)O. Drug 2: CN(C(=O)NC(C=O)C(C(C(CO)O)O)O)N=O. Cell line: M14. Synergy scores: CSS=22.8, Synergy_ZIP=-2.05, Synergy_Bliss=-4.72, Synergy_Loewe=-19.5, Synergy_HSA=-4.15. (3) Drug 1: C1=CC(=CC=C1CCC2=CNC3=C2C(=O)NC(=N3)N)C(=O)NC(CCC(=O)O)C(=O)O. Drug 2: C1=CC(=CC=C1CCCC(=O)O)N(CCCl)CCCl. Cell line: A498. Synergy scores: CSS=30.6, Synergy_ZIP=-10.4, Synergy_Bliss=-4.99, Synergy_Loewe=-0.239, Synergy_HSA=1.03. (4) Cell line: NCI/ADR-RES. Synergy scores: CSS=5.25, Synergy_ZIP=-0.0188, Synergy_Bliss=-1.25, Synergy_Loewe=2.21, Synergy_HSA=-2.00. Drug 2: C1=NNC2=C1C(=O)NC=N2. Drug 1: C1=CC(=CC=C1C#N)C(C2=CC=C(C=C2)C#N)N3C=NC=N3. (5) Drug 1: C1=CC(=CC=C1CC(C(=O)O)N)N(CCCl)CCCl.Cl. Drug 2: C1CC(C1)(C(=O)O)C(=O)O.[NH2-].[NH2-].[Pt+2]. Cell line: SW-620. Synergy scores: CSS=30.6, Synergy_ZIP=-2.84, Synergy_Bliss=-0.467, Synergy_Loewe=-8.23, Synergy_HSA=-0.381.